From a dataset of Full USPTO retrosynthesis dataset with 1.9M reactions from patents (1976-2016). Predict the reactants needed to synthesize the given product. (1) Given the product [CH2:16]([S:12][C:7]1[CH:6]=[CH:5][C:4]([N+:9]([O-:11])=[O:10])=[CH:3][C:2]=1[Cl:1])[CH2:17][CH2:18][CH3:19], predict the reactants needed to synthesize it. The reactants are: [Cl:1][C:2]1[CH:3]=[C:4]([N+:9]([O-:11])=[O:10])[CH:5]=[CH:6][C:7]=1F.[S-2:12].[Na+].[Na+].I[CH2:16][CH2:17][CH2:18][CH3:19]. (2) Given the product [C:15]([C:10]1[CH:11]=[C:12]2[C:7](=[CH:8][CH:9]=1)[CH:6]=[C:5]([C:3]([Cl:21])=[O:2])[CH:14]=[CH:13]2)#[N:16], predict the reactants needed to synthesize it. The reactants are: C[O:2][C:3]([C:5]1[CH:14]=[CH:13][C:12]2[C:7](=[CH:8][CH:9]=[C:10]([C:15]#[N:16])[CH:11]=2)[CH:6]=1)=O.[Li+].[OH-].S(Cl)([Cl:21])=O. (3) Given the product [CH2:1]([O:3][CH:4]([CH2:10][C:11]1[CH:16]=[CH:15][CH:14]=[C:13]([CH2:17][CH2:18][O:19][C:29]([NH:28][C:25]2[CH:26]=[CH:27][C:22]([O:21][CH3:20])=[CH:23][CH:24]=2)=[O:30])[CH:12]=1)[C:5]([OH:7])=[O:6])[CH3:2], predict the reactants needed to synthesize it. The reactants are: [CH2:1]([O:3][CH:4]([CH2:10][C:11]1[CH:16]=[CH:15][CH:14]=[C:13]([CH2:17][CH2:18][OH:19])[CH:12]=1)[C:5]([O:7]CC)=[O:6])[CH3:2].[CH3:20][O:21][C:22]1[CH:27]=[CH:26][C:25]([N:28]=[C:29]=[O:30])=[CH:24][CH:23]=1. (4) Given the product [CH2:18]([S:25][CH2:2][C:3]([C:5]1[C:6]([CH3:17])=[N:7][O:8][C:9]=1[C:10]1[CH:15]=[CH:14][C:13]([Br:16])=[CH:12][CH:11]=1)=[O:4])[C:19]1[CH:24]=[CH:23][CH:22]=[CH:21][CH:20]=1, predict the reactants needed to synthesize it. The reactants are: Br[CH2:2][C:3]([C:5]1[C:6]([CH3:17])=[N:7][O:8][C:9]=1[C:10]1[CH:15]=[CH:14][C:13]([Br:16])=[CH:12][CH:11]=1)=[O:4].[CH2:18]([SH:25])[C:19]1[CH:24]=[CH:23][CH:22]=[CH:21][CH:20]=1.C(=O)([O-])[O-].[Cs+].[Cs+].